From a dataset of Reaction yield outcomes from USPTO patents with 853,638 reactions. Predict the reaction yield, written as a fraction of the theoretical maximum amount of product (1.0 means a 100% yield; for example, 0.34 means a 34% yield). (1) The reactants are [F:1][C:2]([F:13])([F:12])[C:3]1[CH:8]=[CH:7][CH:6]=[CH:5][C:4]=1B(O)O.[CH2:14]([O:16][C:17]([C:19]1[CH2:20][C:21]([NH2:31])=[N:22][C:23]2[CH:29]=[CH:28][C:27](Br)=[CH:26][C:24]=2[CH:25]=1)=[O:18])[CH3:15].C1(C)C=CC=CC=1.C(=O)([O-])[O-].[Cs+].[Cs+]. The catalyst is CCOC(C)=O.C1C=CC([P]([Pd]([P](C2C=CC=CC=2)(C2C=CC=CC=2)C2C=CC=CC=2)([P](C2C=CC=CC=2)(C2C=CC=CC=2)C2C=CC=CC=2)[P](C2C=CC=CC=2)(C2C=CC=CC=2)C2C=CC=CC=2)(C2C=CC=CC=2)C2C=CC=CC=2)=CC=1.O.C(O)C. The product is [NH2:31][C:21]1[CH2:20][C:19]([C:17]([O:16][CH2:14][CH3:15])=[O:18])=[CH:25][C:24]2[CH:26]=[C:27]([C:4]3[CH:5]=[CH:6][CH:7]=[CH:8][C:3]=3[C:2]([F:13])([F:12])[F:1])[CH:28]=[CH:29][C:23]=2[N:22]=1. The yield is 0.280. (2) The reactants are FC(F)(F)S([C:6]1[CH:7]=[C:8]([C:12]2[O:16][N:15]=[C:14]([C:17]3[CH:22]=[CH:21][CH:20]=[CH:19][N:18]=3)[CH:13]=2)[CH:9]=[CH:10][CH:11]=1)(=O)=O.[C-:25]#[N:26].[K+].C1C=CC(P(C2C=CC=CC=2)C2C=CC=CC=2)=CC=1.CCCCCC. The catalyst is C(#N)C.[Zn].C(OCC)(=O)C. The product is [C:25]([C:6]1[CH:7]=[C:8]([C:12]2[O:16][N:15]=[C:14]([C:17]3[CH:22]=[CH:21][CH:20]=[CH:19][N:18]=3)[CH:13]=2)[CH:9]=[CH:10][CH:11]=1)#[N:26]. The yield is 0.230. (3) The reactants are [Cl:1][C:2]1[CH:3]=[C:4]([NH:9][C:10]2[S:14][C:13]([C:15]3[CH:16]=[C:17]([CH:21]([C:29]4[CH:34]=[CH:33][CH:32]=[C:31]([C:35]([F:38])([F:37])[F:36])[CH:30]=4)[O:22][CH2:23][C:24]([O:26]CC)=[O:25])[CH:18]=[CH:19][CH:20]=3)=[N:12][N:11]=2)[CH:5]=[CH:6][C:7]=1[Cl:8].[OH-].[Li+].CO.O. The catalyst is C1COCC1. The product is [Cl:1][C:2]1[CH:3]=[C:4]([NH:9][C:10]2[S:14][C:13]([C:15]3[CH:16]=[C:17]([CH:21]([C:29]4[CH:34]=[CH:33][CH:32]=[C:31]([C:35]([F:37])([F:38])[F:36])[CH:30]=4)[O:22][CH2:23][C:24]([OH:26])=[O:25])[CH:18]=[CH:19][CH:20]=3)=[N:12][N:11]=2)[CH:5]=[CH:6][C:7]=1[Cl:8]. The yield is 0.280. (4) The reactants are [H-].[Na+].[NH2:3][C:4]1[CH:9]=[CH:8][C:7]([Br:10])=[CH:6][N:5]=1.[CH3:11]I. The catalyst is CN(C=O)C. The product is [Br:10][C:7]1[CH:8]=[CH:9][C:4]([NH:3][CH3:11])=[N:5][CH:6]=1. The yield is 0.320. (5) The reactants are [NH2:1][C:2]1[CH:7]=[N:6][CH:5]=[CH:4][N:3]=1.[CH2:8](OC(OCC)CBr)[CH3:9].Br.[OH-].[Na+]. The catalyst is C(O)C.CC(O)C.C(Cl)Cl. The product is [N:1]1[CH:8]=[CH:9][N:3]2[CH:4]=[CH:5][N:6]=[CH:7][C:2]=12. The yield is 0.940. (6) The yield is 0.540. The reactants are [NH2:1][C:2]1[CH:7]=[C:6]([Cl:8])[CH:5]=[CH:4][C:3]=1[SH:9].[CH3:10][N:11]([CH3:16])[C:12](=[O:15])[CH:13]=[CH2:14].CC(O)=O. The catalyst is C(Cl)Cl. The product is [NH2:1][C:2]1[CH:7]=[C:6]([Cl:8])[CH:5]=[CH:4][C:3]=1[S:9][CH2:14][CH2:13][C:12]([N:11]([CH3:16])[CH3:10])=[O:15].